Dataset: Forward reaction prediction with 1.9M reactions from USPTO patents (1976-2016). Task: Predict the product of the given reaction. (1) Given the reactants [OH:1][CH2:2][C:3]1[CH:4]=[C:5]([CH:16]=[CH:17][C:18]=1[O:19][CH3:20])[CH2:6][CH:7]([C:12]([O:14][CH3:15])=[O:13])[C:8]([O:10][CH3:11])=[O:9].[Cl:21][C:22]1[CH:27]=[C:26]([Cl:28])[CH:25]=[CH:24][C:23]=1[N:29]=[C:30]=[O:31], predict the reaction product. The product is: [Cl:21][C:22]1[CH:27]=[C:26]([Cl:28])[CH:25]=[CH:24][C:23]=1[NH:29][C:30]([O:1][CH2:2][C:3]1[CH:4]=[C:5]([CH:16]=[CH:17][C:18]=1[O:19][CH3:20])[CH2:6][CH:7]([C:8]([O:10][CH3:11])=[O:9])[C:12]([O:14][CH3:15])=[O:13])=[O:31]. (2) Given the reactants [C:1]([C:11]1[CH:18]=[CH:17][C:14]([CH:15]=O)=[CH:13][CH:12]=1)#[C:2][CH2:3][CH2:4][CH2:5][CH2:6][CH2:7][CH2:8][CH2:9][CH3:10].[NH2:19][CH2:20][C:21]1[CH:26]=[CH:25][C:24]([CH2:27][CH2:28][C:29]([O:31][CH3:32])=[O:30])=[CH:23][CH:22]=1, predict the reaction product. The product is: [C:1]([C:11]1[CH:18]=[CH:17][C:14]([CH2:15][NH:19][CH2:20][C:21]2[CH:26]=[CH:25][C:24]([CH2:27][CH2:28][C:29]([O:31][CH3:32])=[O:30])=[CH:23][CH:22]=2)=[CH:13][CH:12]=1)#[C:2][CH2:3][CH2:4][CH2:5][CH2:6][CH2:7][CH2:8][CH2:9][CH3:10]. (3) Given the reactants [CH3:1][C:2]1[CH:7]=[CH:6][C:5]([N:8]2[CH2:14][CH2:13][CH2:12][NH:11][CH2:10][CH2:9]2)=[CH:4][CH:3]=1.[C:15](/[C:17](=[C:21](/OCC)\[CH3:22])/[C:18](=[S:20])[NH2:19])#[N:16].[CH3:26]OC(OC)N(C)C.C(OCC)(=O)C, predict the reaction product. The product is: [CH3:1][C:2]1[CH:3]=[CH:4][C:5]([N:8]2[CH2:14][CH2:13][CH2:12][N:11]([C:21]3[CH:22]=[CH:26][NH:19][C:18](=[S:20])[C:17]=3[C:15]#[N:16])[CH2:10][CH2:9]2)=[CH:6][CH:7]=1. (4) The product is: [Cl:1][C:2]1[C:3]([C:22]2[C:30]3[C:25](=[CH:26][CH:27]=[CH:28][CH:29]=3)[N:24]([S:31]([C:34]3[CH:39]=[CH:38][CH:37]=[CH:36][CH:35]=3)(=[O:33])=[O:32])[CH:23]=2)=[N:4][C:5]([NH:8][CH:9]2[CH2:10][CH2:11][NH:12][CH2:13][CH2:14]2)=[N:6][CH:7]=1. Given the reactants [Cl:1][C:2]1[C:3]([C:22]2[C:30]3[C:25](=[CH:26][CH:27]=[CH:28][CH:29]=3)[N:24]([S:31]([C:34]3[CH:39]=[CH:38][CH:37]=[CH:36][CH:35]=3)(=[O:33])=[O:32])[CH:23]=2)=[N:4][C:5]([NH:8][CH:9]2[CH2:14][CH2:13][N:12](C(OC(C)(C)C)=O)[CH2:11][CH2:10]2)=[N:6][CH:7]=1.C(O)(C(F)(F)F)=O, predict the reaction product. (5) Given the reactants C(C1NC=CN=1)(C1NC=CN=1)=O.[CH2:13]([C:17]1[CH:25]=[CH:24][C:20]([C:21]([OH:23])=O)=[CH:19][CH:18]=1)[CH:14]([CH3:16])[CH3:15].O[N:27]=[C:28]([C:30]1[CH:35]=[CH:34][CH:33]=[C:32]([CH2:36][OH:37])[CH:31]=1)[NH2:29].[F-].C([N+](CCCC)(CCCC)CCCC)CCC, predict the reaction product. The product is: [CH2:13]([C:17]1[CH:18]=[CH:19][C:20]([C:21]2[O:23][N:29]=[C:28]([C:30]3[CH:31]=[C:32]([CH2:36][OH:37])[CH:33]=[CH:34][CH:35]=3)[N:27]=2)=[CH:24][CH:25]=1)[CH:14]([CH3:15])[CH3:16]. (6) Given the reactants C([N:11]1[CH2:15]C[C@H:13]([NH:16][CH:17]2[CH2:22][CH2:21][CH2:20][CH2:19][CH2:18]2)[CH2:12]1)(OCC1C=CC=CC=1)=O.[C:23]([NH:30][C@H:31]([CH2:40][C:41]1[CH:46]=[CH:45][C:44]([Cl:47])=[CH:43][CH:42]=1)[C:32]([NH:34]N1CC(=O)C1)=[O:33])([O:25][C:26]([CH3:29])([CH3:28])[CH3:27])=[O:24], predict the reaction product. The product is: [C:23]([NH:30][C@H:31]([CH2:40][C:41]1[CH:46]=[CH:45][C:44]([Cl:47])=[CH:43][CH:42]=1)[C:32]([NH:34][N:11]1[CH2:12][CH:13]([NH:16][CH:17]2[CH2:18][CH2:19][CH2:20][CH2:21][CH2:22]2)[CH2:15]1)=[O:33])([O:25][C:26]([CH3:28])([CH3:29])[CH3:27])=[O:24].